This data is from Forward reaction prediction with 1.9M reactions from USPTO patents (1976-2016). The task is: Predict the product of the given reaction. (1) Given the reactants [F:1][C:2]([F:32])([F:31])[C:3]1[N:8]2[N:9]=[CH:10][C:11]([C:12]#[C:13][C:14]3[CH:15]=[CH:16][C:17]([NH2:20])=[N:18][CH:19]=3)=[C:7]2[N:6]=[C:5]([C:21]2[CH:26]=[CH:25][C:24]([C:27]([F:30])([F:29])[F:28])=[CH:23][CH:22]=2)[CH:4]=1.[NH4+].[OH-].Cl.O.[C:37](OC(=O)C)(=[O:39])[CH3:38], predict the reaction product. The product is: [F:32][C:2]([F:1])([F:31])[C:3]1[N:8]2[N:9]=[CH:10][C:11]([C:12]#[C:13][C:14]3[CH:15]=[CH:16][C:17]([NH:20][C:37](=[O:39])[CH3:38])=[N:18][CH:19]=3)=[C:7]2[N:6]=[C:5]([C:21]2[CH:26]=[CH:25][C:24]([C:27]([F:28])([F:29])[F:30])=[CH:23][CH:22]=2)[CH:4]=1. (2) Given the reactants [C:1](=[O:15])([O:8][CH:9]([O:11][N+:12]([O-:14])=[O:13])[CH3:10])[O:2][CH2:3]/[CH:4]=[CH:5]\[CH2:6][OH:7].N1C=CC=CC=1.Cl.[C:23](Cl)(=[O:30])[C:24]1[CH:29]=[CH:28][CH:27]=[N:26][CH:25]=1, predict the reaction product. The product is: [C:23]([O:7][CH2:6]/[CH:5]=[CH:4]\[CH2:3][O:2][C:1]([O:8][CH:9]([O:11][N+:12]([O-:14])=[O:13])[CH3:10])=[O:15])(=[O:30])[C:24]1[CH:29]=[CH:28][CH:27]=[N:26][CH:25]=1. (3) Given the reactants Br[C:2]1[CH:7]=[CH:6][CH:5]=[CH:4][C:3]=1[Br:8].[CH:9]1[C:18]2[C:13](=[CH:14][CH:15]=[CH:16][CH:17]=2)[CH:12]=[CH:11][C:10]=1B(O)O, predict the reaction product. The product is: [Br:8][C:3]1[CH:4]=[CH:5][CH:6]=[CH:7][C:2]=1[C:11]1[CH:10]=[CH:9][C:18]2[C:13](=[CH:14][CH:15]=[CH:16][CH:17]=2)[CH:12]=1. (4) Given the reactants Cl[CH2:2][C:3]1[N+:12]([O-:13])=[C:11]([C:14]2[CH:19]=[CH:18][C:17]3[O:20][CH2:21][O:22][C:16]=3[CH:15]=2)[C:10]2[C:5](=[CH:6][C:7]3[O:25][CH2:24][O:23][C:8]=3[CH:9]=2)[N:4]=1.[CH3:26][NH:27][CH3:28], predict the reaction product. The product is: [CH3:26][N:27]([CH2:2][C:3]1[N+:12]([O-:13])=[C:11]([C:14]2[CH:19]=[CH:18][C:17]3[O:20][CH2:21][O:22][C:16]=3[CH:15]=2)[C:10]2[C:5](=[CH:6][C:7]3[O:25][CH2:24][O:23][C:8]=3[CH:9]=2)[N:4]=1)[CH3:28].